From a dataset of Forward reaction prediction with 1.9M reactions from USPTO patents (1976-2016). Predict the product of the given reaction. (1) Given the reactants [Br:1][C:2]1[CH:7]=[CH:6][C:5]([CH:8]([C:23]2[CH:28]=[CH:27][CH:26]=[CH:25][C:24]=2[CH3:29])[CH2:9][C:10]([C:12]2[CH:13]=[CH:14][C:15](=[O:22])[N:16]([CH2:18][C:19]([NH2:21])=[O:20])[CH:17]=2)=O)=[CH:4][CH:3]=1.Cl.[NH2:31][OH:32].C([O-])(O)=O.[Na+], predict the reaction product. The product is: [Br:1][C:2]1[CH:7]=[CH:6][C:5]([CH:8]([C:23]2[CH:28]=[CH:27][CH:26]=[CH:25][C:24]=2[CH3:29])[CH2:9]/[C:10](/[C:12]2[CH:13]=[CH:14][C:15](=[O:22])[N:16]([CH2:18][C:19]([NH2:21])=[O:20])[CH:17]=2)=[N:31]\[OH:32])=[CH:4][CH:3]=1. (2) The product is: [OH:26][CH2:25][C:24]1[C:23]([C:4]2[CH:5]=[C:6]([NH:9][C:10]3[CH:15]=[CH:14][C:13]([N:16]4[CH2:17][CH2:18][N:19]([CH3:22])[CH2:20][CH2:21]4)=[CH:12][N:11]=3)[C:7](=[O:8])[N:2]([CH3:1])[CH:3]=2)=[CH:30][N:29]=[CH:28][C:27]=1[N:31]1[CH2:43][CH2:42][N:34]2[C:35]3[CH2:36][CH2:37][CH2:38][CH2:39][C:40]=3[CH:41]=[C:33]2[C:32]1=[O:44]. Given the reactants [CH3:1][N:2]1[C:7](=[O:8])[C:6]([NH:9][C:10]2[CH:15]=[CH:14][C:13]([N:16]3[CH2:21][CH2:20][N:19]([CH3:22])[CH2:18][CH2:17]3)=[CH:12][N:11]=2)=[CH:5][C:4]([C:23]2[CH:30]=[N:29][CH:28]=[C:27]([N:31]3[CH2:43][CH2:42][N:34]4[C:35]5[CH2:36][CH2:37][CH2:38][CH2:39][C:40]=5[CH:41]=[C:33]4[C:32]3=[O:44])[C:24]=2[CH:25]=[O:26])=[CH:3]1.[BH4-].[Na+], predict the reaction product. (3) Given the reactants [CH3:1][O:2][C:3]1[CH:4]=[CH:5][C:6]2[O:10][C:9]([C:11]([OH:13])=[O:12])=[CH:8][C:7]=2[CH:14]=1.[CH3:15]O.S(Cl)(Cl)=O, predict the reaction product. The product is: [CH3:15][O:12][C:11]([C:9]1[O:10][C:6]2[CH:5]=[CH:4][C:3]([O:2][CH3:1])=[CH:14][C:7]=2[CH:8]=1)=[O:13]. (4) Given the reactants [Cl:1][C:2]1[C:7]([F:8])=[CH:6][CH:5]=[C:4]([Cl:9])[C:3]=1[CH:10]([O:12][C:13]1[C:14]([CH3:30])=[N:15][CH:16]=[C:17]([C:19]2[CH:20]=[N:21][N:22]([CH:24]3[CH2:29][CH2:28][NH:27][CH2:26][CH2:25]3)[CH:23]=2)[CH:18]=1)[CH3:11].[C:31]([O-:34])([O-])=O.[K+].[K+].[CH3:37][C:38]#N, predict the reaction product. The product is: [Cl:1][C:2]1[C:7]([F:8])=[CH:6][CH:5]=[C:4]([Cl:9])[C:3]=1[CH:10]([O:12][C:13]1[C:14]([CH3:30])=[N:15][CH:16]=[C:17]([C:19]2[CH:20]=[N:21][N:22]([CH:24]3[CH2:25][CH2:26][N:27]([CH2:37][CH2:38][O:34][CH3:31])[CH2:28][CH2:29]3)[CH:23]=2)[CH:18]=1)[CH3:11]. (5) Given the reactants [Se](=O)=O.[CH2:4]([O:11][C:12]1[CH:13]=[CH:14][C:15]([CH3:18])=[N:16][CH:17]=1)[C:5]1[CH:10]=[CH:9][CH:8]=[CH:7][CH:6]=1.Cl.C(N=C=NCCCN(C)C)C.[OH:31]N1C2C=CC=CC=2N=N1.Cl.[CH3:42][O:43][C:44](=[O:51])[CH:45]([NH2:50])[C:46]([O:48][CH3:49])=[O:47], predict the reaction product. The product is: [CH3:42][O:43][C:44](=[O:51])[CH:45]([NH:50][C:18]([C:15]1[CH:14]=[CH:13][C:12]([O:11][CH2:4][C:5]2[CH:6]=[CH:7][CH:8]=[CH:9][CH:10]=2)=[CH:17][N:16]=1)=[O:31])[C:46]([O:48][CH3:49])=[O:47].